From a dataset of Reaction yield outcomes from USPTO patents with 853,638 reactions. Predict the reaction yield, written as a fraction of the theoretical maximum amount of product (1.0 means a 100% yield; for example, 0.34 means a 34% yield). The reactants are CN(C(ON1N=NC2C=CC=CC1=2)=[N+](C)C)C.F[P-](F)(F)(F)(F)F.[CH3:25][C:26]1[C:31]([O:32][C:33]2[CH:38]=[CH:37][N:36]=[C:35]([NH:39][C:40]3[CH:48]=[CH:47][C:43]([C:44]([O-])=[O:45])=[CH:42][CH:41]=3)[CH:34]=2)=[CH:30][CH:29]=[C:28]([CH3:49])[N:27]=1.[Li+].[NH2:51][CH2:52][CH2:53][NH:54][S:55]([N:58]([CH3:60])[CH3:59])(=[O:57])=[O:56].CCN(CC)CC. The catalyst is CN(C=O)C. The product is [CH3:25][C:26]1[C:31]([O:32][C:33]2[CH:38]=[CH:37][N:36]=[C:35]([NH:39][C:40]3[CH:41]=[CH:42][C:43]([C:44]([NH:51][CH2:52][CH2:53][NH:54][S:55](=[O:57])(=[O:56])[N:58]([CH3:60])[CH3:59])=[O:45])=[CH:47][CH:48]=3)[CH:34]=2)=[CH:30][CH:29]=[C:28]([CH3:49])[N:27]=1. The yield is 0.230.